Dataset: Forward reaction prediction with 1.9M reactions from USPTO patents (1976-2016). Task: Predict the product of the given reaction. (1) Given the reactants [F:1][C:2]1[CH:3]=[C:4]([C@@H:12]([NH:14][S@:15]([C:17]([CH3:20])([CH3:19])[CH3:18])=[O:16])[CH3:13])[CH:5]=[C:6]([C:8]([F:11])([F:10])[F:9])[CH:7]=1.[Li+].[CH3:22][Si]([N-][Si](C)(C)C)(C)C.CI, predict the reaction product. The product is: [F:1][C:2]1[CH:3]=[C:4]([C@@H:12]([N:14]([CH3:22])[S@:15]([C:17]([CH3:19])([CH3:18])[CH3:20])=[O:16])[CH3:13])[CH:5]=[C:6]([C:8]([F:11])([F:10])[F:9])[CH:7]=1. (2) The product is: [C:48]([C:52]1[CH:60]=[CH:59][C:55]([C:6]([NH:8][C@@H:9]([CH2:14][C:15]2[CH:20]=[CH:19][C:18]([C:21]3[S:22][C:23]([C:26]4[CH:31]=[CH:30][C:29]([O:32][CH2:33][CH2:34][CH2:35][CH2:36][CH2:37][CH2:38][CH3:39])=[CH:28][CH:27]=4)=[N:24][N:25]=3)=[C:17]([F:40])[CH:16]=2)[C:10]([O:12][CH3:13])=[O:11])=[O:7])=[CH:54][CH:53]=1)([CH3:51])([CH3:50])[CH3:49]. Given the reactants C(O[C:6]([NH:8][C@@H:9]([CH2:14][C:15]1[CH:20]=[CH:19][C:18]([C:21]2[S:22][C:23]([C:26]3[CH:31]=[CH:30][C:29]([O:32][CH2:33][CH2:34][CH2:35][CH2:36][CH2:37][CH2:38][CH3:39])=[CH:28][CH:27]=3)=[N:24][N:25]=2)=[C:17]([F:40])[CH:16]=1)[C:10]([O:12][CH3:13])=[O:11])=[O:7])(C)(C)C.C(O)(C(F)(F)F)=O.[C:48]([C:52]1[CH:60]=[CH:59][C:55](C(O)=O)=[CH:54][CH:53]=1)([CH3:51])([CH3:50])[CH3:49].CCN(C(C)C)C(C)C.CN(C(ON1N=NC2C=CC=NC1=2)=[N+](C)C)C.F[P-](F)(F)(F)(F)F.C([O-])(O)=O.[Na+], predict the reaction product. (3) Given the reactants [NH2:1][C:2]1[S:3][CH:4]=[C:5]([CH3:7])[N:6]=1.Cl[C:9]([O:11][C:12]1[CH:17]=[CH:16][CH:15]=[CH:14][CH:13]=1)=[O:10], predict the reaction product. The product is: [CH3:7][C:5]1[N:6]=[C:2]([NH:1][C:9](=[O:10])[O:11][C:12]2[CH:17]=[CH:16][CH:15]=[CH:14][CH:13]=2)[S:3][CH:4]=1.